Dataset: Forward reaction prediction with 1.9M reactions from USPTO patents (1976-2016). Task: Predict the product of the given reaction. (1) The product is: [C:22]([C:19]1([C:17]([N:13]2[CH2:14][C@H:15]([CH3:16])[C@H:11]([NH:10][C:9]3[C:4]4[N:5]([CH:27]=[C:2]([N:46]5[CH:45]=[C:44]([CH3:43])[CH:48]=[N:47]5)[CH:3]=4)[N:6]=[CH:7][C:8]=3[C:24]([NH2:26])=[O:25])[CH2:12]2)=[O:18])[CH2:20][CH2:21]1)#[N:23]. Given the reactants Br[C:2]1[CH:3]=[C:4]2[C:9]([NH:10][C@H:11]3[C@@H:15]([CH3:16])[CH2:14][N:13]([C:17]([C:19]4([C:22]#[N:23])[CH2:21][CH2:20]4)=[O:18])[CH2:12]3)=[C:8]([C:24]([NH2:26])=[O:25])[CH:7]=[N:6][N:5]2[CH:27]=1.C1(C(C#N)C(O)=O)CC1.C(=O)([O-])[O-].[K+].[K+].[CH3:43][C:44]1[CH:45]=[N:46][NH:47][CH:48]=1.CN[C@H]1CCCC[C@@H]1NC, predict the reaction product. (2) Given the reactants [N:1]1[CH:6]=[CH:5][CH:4]=[CH:3][C:2]=1[CH3:7].C([Li])CCC.[C:13]1(=[O:22])[C:21]2[C:16](=[CH:17][CH:18]=[CH:19][CH:20]=2)[CH2:15][CH2:14]1.Cl, predict the reaction product. The product is: [N:1]1[CH:6]=[CH:5][CH:4]=[CH:3][C:2]=1[CH2:7][C:13]1([OH:22])[C:21]2[C:16](=[CH:17][CH:18]=[CH:19][CH:20]=2)[CH2:15][CH2:14]1. (3) Given the reactants BrC1C=CC(O[C@H]2CCC[C@H]2N[S:13]([CH:16]([CH3:18])[CH3:17])(=[O:15])=[O:14])=CC=1.BrC1C=CC(O[C@H]2CCC[C@H]2N[S:13]([CH:16]([CH3:18])[CH3:17])(=[O:15])=[O:14])=CC=1.[Br:41][C:42]1[N:47]=[CH:46][C:45]([O:48][C@H:49]2[CH2:54][CH2:53][CH2:52][CH2:51][C@H:50]2[NH2:55])=[CH:44][CH:43]=1.CO, predict the reaction product. The product is: [Br:41][C:42]1[N:47]=[CH:46][C:45]([O:48][C@H:49]2[CH2:54][CH2:53][CH2:52][CH2:51][C@H:50]2[NH:55][S:13]([CH:16]([CH3:18])[CH3:17])(=[O:15])=[O:14])=[CH:44][CH:43]=1. (4) Given the reactants [N:1]1([C:7]([O:9][C:10]([CH3:13])([CH3:12])[CH3:11])=[O:8])[CH2:6][CH2:5][NH:4][CH2:3][CH2:2]1.[Cl:14][C:15]1[CH:16]=[C:17]([CH:20]=[CH:21][C:22]=1F)[CH:18]=[O:19].C(=O)([O-])[O-].[K+].[K+], predict the reaction product. The product is: [Cl:14][C:15]1[CH:16]=[C:17]([CH:18]=[O:19])[CH:20]=[CH:21][C:22]=1[N:4]1[CH2:5][CH2:6][N:1]([C:7]([O:9][C:10]([CH3:13])([CH3:12])[CH3:11])=[O:8])[CH2:2][CH2:3]1. (5) Given the reactants [F:1][C:2]1[CH:3]=[CH:4][C:5]2[N:9]=[C:8]([CH3:10])[N:7]([C:11]3[N:16]=[C:15]([NH:17][C:18]4[CH:23]=[CH:22][C:21]([C:24]([F:27])([F:26])[F:25])=[CH:20][CH:19]=4)[N:14]=[C:13]([NH2:28])[CH:12]=3)[C:6]=2[CH:29]=1.C[Si]([N-][Si](C)(C)C)(C)C.[Na+].[P:40](Cl)(=[O:45])([O:43][CH3:44])[O:41][CH3:42], predict the reaction product. The product is: [F:1][C:2]1[CH:3]=[CH:4][C:5]2[N:9]=[C:8]([CH3:10])[N:7]([C:11]3[N:16]=[C:15]([NH:17][C:18]4[CH:19]=[CH:20][C:21]([C:24]([F:26])([F:27])[F:25])=[CH:22][CH:23]=4)[N:14]=[C:13]([NH:28][P:40](=[O:45])([O:43][CH3:44])[O:41][CH3:42])[CH:12]=3)[C:6]=2[CH:29]=1. (6) Given the reactants [Br:1][C:2]1[CH:11]=[C:10]2[C:5]([CH:6]=[CH:7][C:8]([OH:12])=[CH:9]2)=[CH:4][CH:3]=1.[H-].[Na+].Cl.Cl[CH2:17][CH2:18][N:19]1[CH2:23][CH2:22][CH2:21][CH2:20]1, predict the reaction product. The product is: [Br:1][C:2]1[CH:11]=[C:10]2[C:5]([CH:6]=[CH:7][C:8]([O:12][CH2:17][CH2:18][N:19]3[CH2:23][CH2:22][CH2:21][CH2:20]3)=[CH:9]2)=[CH:4][CH:3]=1. (7) Given the reactants Br[C:2]1[CH:3]=[C:4]2[C:8](=[CH:9][CH:10]=1)[N:7]([S:11]([C:14]1[CH:19]=[CH:18][C:17]([CH3:20])=[CH:16][CH:15]=1)(=[O:13])=[O:12])[N:6]=[CH:5]2.C([O-])(=O)C.[K+].[B:26]1([B:26]2[O:30][C:29]([CH3:32])([CH3:31])[C:28]([CH3:34])([CH3:33])[O:27]2)[O:30][C:29]([CH3:32])([CH3:31])[C:28]([CH3:34])([CH3:33])[O:27]1, predict the reaction product. The product is: [CH3:20][C:17]1[CH:18]=[CH:19][C:14]([S:11]([N:7]2[C:8]3[C:4](=[CH:3][C:2]([B:26]4[O:30][C:29]([CH3:32])([CH3:31])[C:28]([CH3:34])([CH3:33])[O:27]4)=[CH:10][CH:9]=3)[CH:5]=[N:6]2)(=[O:13])=[O:12])=[CH:15][CH:16]=1. (8) Given the reactants [NH2:1][C:2]1[CH:17]=[CH:16][CH:15]=[CH:14][C:3]=1[C:4]([NH:6][C:7]1[CH:12]=[CH:11][C:10]([Cl:13])=[CH:9][CH:8]=1)=[O:5].Cl.[C:19](Cl)(=[O:26])[C:20]1[CH:25]=[CH:24][N:23]=[CH:22][CH:21]=1, predict the reaction product. The product is: [N:23]1[CH:24]=[CH:25][C:20]([C:19]([NH:1][C:2]2[CH:17]=[CH:16][CH:15]=[CH:14][C:3]=2[C:4]([NH:6][C:7]2[CH:12]=[CH:11][C:10]([Cl:13])=[CH:9][CH:8]=2)=[O:5])=[O:26])=[CH:21][CH:22]=1.